From a dataset of Full USPTO retrosynthesis dataset with 1.9M reactions from patents (1976-2016). Predict the reactants needed to synthesize the given product. (1) Given the product [N:1]([CH2:6][CH2:7][O:8][C:9]1[CH:35]=[CH:34][C:12]2[C@:13]3([OH:33])[C@@H:18]([OH:19])[CH2:17][C@@H:16]([C:20]4[CH:25]=[CH:24][CH:23]=[CH:22][CH:21]=4)[C@:14]3([C:26]3[CH:27]=[CH:28][C:29]([Cl:32])=[CH:30][CH:31]=3)[O:15][C:11]=2[CH:10]=1)=[N+:2]=[N-:3], predict the reactants needed to synthesize it. The reactants are: [N-:1]=[N+:2]=[N-:3].[Na+].Cl[CH2:6][CH2:7][O:8][C:9]1[CH:35]=[CH:34][C:12]2[C@:13]3([OH:33])[C@@H:18]([OH:19])[CH2:17][C@@H:16]([C:20]4[CH:25]=[CH:24][CH:23]=[CH:22][CH:21]=4)[C@:14]3([C:26]3[CH:31]=[CH:30][C:29]([Cl:32])=[CH:28][CH:27]=3)[O:15][C:11]=2[CH:10]=1. (2) Given the product [F:1][C:2]1[C:7]([O:8][C:9]2[C:14]3=[C:15]([CH3:19])[C:16]([O:18][CH2:23][C@H:24]([OH:27])[CH3:25])=[CH:17][N:13]3[N:12]=[CH:11][N:10]=2)=[CH:6][N:5]=[C:4]2[NH:20][CH:21]=[CH:22][C:3]=12, predict the reactants needed to synthesize it. The reactants are: [F:1][C:2]1[C:7]([O:8][C:9]2[C:14]3=[C:15]([CH3:19])[C:16]([OH:18])=[CH:17][N:13]3[N:12]=[CH:11][N:10]=2)=[CH:6][N:5]=[C:4]2[NH:20][CH:21]=[CH:22][C:3]=12.[CH3:23][C:24]([OH:27])(C)[CH3:25]. (3) Given the product [CH3:1][C:2]1[CH:7]=[CH:6][C:5]([C:8]2[CH:13]=[C:12]([S:14]([CH3:17])(=[O:15])=[O:16])[CH:11]=[C:10]([C:18]([OH:20])=[O:19])[CH:9]=2)=[CH:4][CH:3]=1, predict the reactants needed to synthesize it. The reactants are: [CH3:1][C:2]1[CH:7]=[CH:6][C:5]([C:8]2[CH:13]=[C:12]([S:14]([CH3:17])(=[O:16])=[O:15])[CH:11]=[C:10]([C:18]([O:20]C)=[O:19])[CH:9]=2)=[CH:4][CH:3]=1.[OH-].[Na+]. (4) Given the product [CH3:38][N:37]([CH2:1][C:3]1[CH:4]=[C:5]2[C:9](=[CH:10][CH:11]=1)[CH:8]([NH:12][C:13](=[O:36])[CH2:14][CH:15]([NH:22][S:23]([C:26]1[CH:35]=[CH:34][C:33]3[C:28](=[CH:29][CH:30]=[CH:31][CH:32]=3)[CH:27]=1)(=[O:24])=[O:25])[C:16]1[CH:17]=[CH:18][CH:19]=[CH:20][CH:21]=1)[CH2:7][CH2:6]2)[CH3:39], predict the reactants needed to synthesize it. The reactants are: [CH:1]([C:3]1[CH:4]=[C:5]2[C:9](=[CH:10][CH:11]=1)[CH:8]([NH:12][C:13](=[O:36])[CH2:14][CH:15]([NH:22][S:23]([C:26]1[CH:35]=[CH:34][C:33]3[C:28](=[CH:29][CH:30]=[CH:31][CH:32]=3)[CH:27]=1)(=[O:25])=[O:24])[C:16]1[CH:21]=[CH:20][CH:19]=[CH:18][CH:17]=1)[CH2:7][CH2:6]2)=O.[NH:37]([CH3:39])[CH3:38]. (5) Given the product [O:22]=[C:15]1[NH:16][C:17](=[O:21])[CH:18]=[CH:19][N:14]1[CH2:13][C:10]1[CH:11]=[CH:12][C:7]([CH:6]=[CH:5][C:4]([OH:23])=[O:3])=[CH:8][CH:9]=1, predict the reactants needed to synthesize it. The reactants are: C([O:3][C:4](=[O:23])[CH:5]=[CH:6][C:7]1[CH:12]=[CH:11][C:10]([CH2:13][N:14]2[CH:19]=[C:18](C)[C:17](=[O:21])[NH:16][C:15]2=[O:22])=[CH:9][CH:8]=1)C.[OH-].[Na+]. (6) The reactants are: [NH2:1][C:2]1[CH:3]=[C:4]([C:8]#[C:9][C:10]2[C:11]([NH2:17])=[N:12][CH:13]=[N:14][C:15]=2[NH2:16])[CH:5]=[CH:6][CH:7]=1.[C:18]1([S:24](Cl)(=[O:26])=[O:25])[CH:23]=[CH:22][CH:21]=[CH:20][CH:19]=1. Given the product [NH2:16][C:15]1[C:10]([C:9]#[C:8][C:4]2[CH:3]=[C:2]([NH:1][S:24]([C:18]3[CH:23]=[CH:22][CH:21]=[CH:20][CH:19]=3)(=[O:26])=[O:25])[CH:7]=[CH:6][CH:5]=2)=[C:11]([NH2:17])[N:12]=[CH:13][N:14]=1, predict the reactants needed to synthesize it. (7) Given the product [I:16][C:17]1[CH:25]=[CH:24][C:20]([C:21]([N:13]2[CH2:12][CH2:11][N:10]([C:3]3[C:2]([CH3:1])=[CH:7][C:6]([CH3:8])=[C:5]([CH3:9])[N:4]=3)[CH2:15][CH2:14]2)=[O:22])=[CH:19][CH:18]=1, predict the reactants needed to synthesize it. The reactants are: [CH3:1][C:2]1[C:3]([N:10]2[CH2:15][CH2:14][NH:13][CH2:12][CH2:11]2)=[N:4][C:5]([CH3:9])=[C:6]([CH3:8])[CH:7]=1.[I:16][C:17]1[CH:25]=[CH:24][C:20]([C:21](Cl)=[O:22])=[CH:19][CH:18]=1. (8) Given the product [CH3:13][O:14][C:15](=[O:26])[CH:16]([NH:25][C:10](=[O:11])[CH2:9][CH2:8][C:5]1[CH:6]=[CH:7][C:2]([OH:1])=[CH:3][CH:4]=1)[CH2:17][C:18]1[CH:23]=[CH:22][C:21]([OH:24])=[CH:20][CH:19]=1, predict the reactants needed to synthesize it. The reactants are: [OH:1][C:2]1[CH:7]=[CH:6][C:5]([CH2:8][CH2:9][C:10](O)=[O:11])=[CH:4][CH:3]=1.[CH3:13][O:14][C:15](=[O:26])[CH:16]([NH2:25])[CH2:17][C:18]1[CH:23]=[CH:22][C:21]([OH:24])=[CH:20][CH:19]=1.C1(N=C=NC2CCCCC2)CCCCC1.